Dataset: Full USPTO retrosynthesis dataset with 1.9M reactions from patents (1976-2016). Task: Predict the reactants needed to synthesize the given product. (1) Given the product [N:13]1([CH2:8][C:7]2[CH:10]=[CH:11][C:4]([N+:1]([O-:3])=[O:2])=[CH:5][CH:6]=2)[CH2:16][CH2:15][CH2:14]1, predict the reactants needed to synthesize it. The reactants are: [N+:1]([C:4]1[CH:11]=[CH:10][C:7]([CH:8]=O)=[CH:6][CH:5]=1)([O-:3])=[O:2].Cl.[NH:13]1[CH2:16][CH2:15][CH2:14]1.C([BH3-])#N.[Na+]. (2) Given the product [CH2:36]([C:19]1[C:20]([NH:25][C@@H:26]2[C:34]3[C:29](=[CH:30][CH:31]=[CH:32][CH:33]=3)[CH2:28][C@@H:27]2[OH:35])=[N:21][C:22]([CH2:23][CH3:24])=[C:17]([C:4]2[C:3]([O:2][CH3:1])=[CH:12][C:11]3[CH2:10][CH2:9][CH2:8][CH2:7][C:6]=3[CH:5]=2)[N:18]=1)[CH3:37], predict the reactants needed to synthesize it. The reactants are: [CH3:1][O:2][C:3]1[C:4](B(O)O)=[CH:5][C:6]2[CH2:7][CH2:8][CH2:9][CH2:10][C:11]=2[CH:12]=1.Br[C:17]1[N:18]=[C:19]([CH2:36][CH3:37])[C:20]([NH:25][C@@H:26]2[C:34]3[C:29](=[CH:30][CH:31]=[CH:32][CH:33]=3)[CH2:28][C@@H:27]2[OH:35])=[N:21][C:22]=1[CH2:23][CH3:24]. (3) Given the product [CH2:14]([O:15][C:2]1[N:3]=[C:4]([OH:12])[C:5]2[CH:11]=[CH:10][N:9]=[CH:8][C:6]=2[N:7]=1)[CH3:13], predict the reactants needed to synthesize it. The reactants are: Cl[C:2]1[N:3]=[C:4]([OH:12])[C:5]2[CH:11]=[CH:10][N:9]=[CH:8][C:6]=2[N:7]=1.[CH3:13][CH2:14][O-:15].[Na+]. (4) Given the product [F:2][C:3]1[CH:8]=[C:7]([F:9])[CH:6]=[CH:5][C:4]=1[N:10]1[CH:14]([C:15]2[CH:16]=[C:17]([N:21]3[CH2:26][CH2:25][N:24]([S:42]([CH3:41])(=[O:44])=[O:43])[CH2:23][CH2:22]3)[CH:18]=[N:19][CH:20]=2)[CH2:13][C:12]([C:27]([F:33])([F:32])[C:28]([F:29])([F:30])[F:31])=[N:11]1, predict the reactants needed to synthesize it. The reactants are: Cl.[F:2][C:3]1[CH:8]=[C:7]([F:9])[CH:6]=[CH:5][C:4]=1[N:10]1[CH:14]([C:15]2[CH:16]=[C:17]([N:21]3[CH2:26][CH2:25][NH:24][CH2:23][CH2:22]3)[CH:18]=[N:19][CH:20]=2)[CH2:13][C:12]([C:27]([F:33])([F:32])[C:28]([F:31])([F:30])[F:29])=[N:11]1.C(N(CC)CC)C.[CH3:41][S:42](Cl)(=[O:44])=[O:43].